The task is: Predict which catalyst facilitates the given reaction.. This data is from Catalyst prediction with 721,799 reactions and 888 catalyst types from USPTO. (1) Reactant: [C:1]([O:5][C:6](=[O:43])[N:7]([CH2:30][C:31]1[CH:35]=[N:34][N:33]([CH2:36][C@@H:37]2[C@H:40]([NH2:41])[C:39](=[O:42])[NH:38]2)[N:32]=1)[C:8]([N:17]1[CH2:20][CH:19]([CH2:21][NH:22][C:23]([O:25][C:26]([CH3:29])([CH3:28])[CH3:27])=[O:24])[CH2:18]1)=[N:9][C:10]([O:12][C:13]([CH3:16])([CH3:15])[CH3:14])=[O:11])([CH3:4])([CH3:3])[CH3:2].[CH:44]([O:57][C:58]([C:60]1([O:63]/[N:64]=[C:65](/[C:69]2[N:70]=[C:71]([NH:74][C:75]([O:77][C:78]([CH3:81])([CH3:80])[CH3:79])=[O:76])[S:72][CH:73]=2)\[C:66](O)=[O:67])[CH2:62][CH2:61]1)=[O:59])([C:51]1[CH:56]=[CH:55][CH:54]=[CH:53][CH:52]=1)[C:45]1[CH:50]=[CH:49][CH:48]=[CH:47][CH:46]=1.CN(C(ON1N=NC2C=CC=NC1=2)=[N+](C)C)C.F[P-](F)(F)(F)(F)F.CCN(C(C)C)C(C)C. Product: [C:1]([O:5][C:6]([N:7]([CH2:30][C:31]1[CH:35]=[N:34][N:33]([CH2:36][C@@H:37]2[C@H:40]([NH:41][C:66](=[O:67])/[C:65](=[N:64]\[O:63][C:60]3([C:58]([O:57][CH:44]([C:45]4[CH:50]=[CH:49][CH:48]=[CH:47][CH:46]=4)[C:51]4[CH:56]=[CH:55][CH:54]=[CH:53][CH:52]=4)=[O:59])[CH2:62][CH2:61]3)/[C:69]3[N:70]=[C:71]([NH:74][C:75]([O:77][C:78]([CH3:81])([CH3:80])[CH3:79])=[O:76])[S:72][CH:73]=3)[C:39](=[O:42])[NH:38]2)[N:32]=1)[C:8]([N:17]1[CH2:18][CH:19]([CH2:21][NH:22][C:23]([O:25][C:26]([CH3:29])([CH3:28])[CH3:27])=[O:24])[CH2:20]1)=[N:9][C:10]([O:12][C:13]([CH3:14])([CH3:15])[CH3:16])=[O:11])=[O:43])([CH3:2])([CH3:3])[CH3:4]. The catalyst class is: 59. (2) The catalyst class is: 12. Product: [Cl:18][C:19]1[N:20]=[C:21]([N:8]2[CH2:7][CH2:6][C:5]3([CH2:1][N:2]([C:11]([O:13][C:14]([CH3:17])([CH3:16])[CH3:15])=[O:12])[CH2:3][CH2:4]3)[CH2:10][CH2:9]2)[C:22]2[O:27][CH:26]=[CH:25][C:23]=2[N:24]=1. Reactant: [CH2:1]1[C:5]2([CH2:10][CH2:9][NH:8][CH2:7][CH2:6]2)[CH2:4][CH2:3][N:2]1[C:11]([O:13][C:14]([CH3:17])([CH3:16])[CH3:15])=[O:12].[Cl:18][C:19]1[N:20]=[C:21](Cl)[C:22]2[O:27][CH:26]=[CH:25][C:23]=2[N:24]=1.O.CCOC(C)=O. (3) Reactant: [ClH:1].[C:2]1([C:8]2[S:12][C:11]([O:13][C@@H:14]3[CH:21]4[CH2:22][N:17]5[CH2:18][CH:19]([CH2:23][CH:15]3[CH2:16]5)[CH2:20]4)=[N:10][N:9]=2)[CH:7]=[CH:6][CH:5]=[CH:4][CH:3]=1. Product: [OH2:13].[ClH:1].[C:2]1([C:8]2[S:12][C:11]([O:13][C@@H:14]3[CH:21]4[CH2:22][N:17]5[CH2:18][CH:19]([CH2:23][CH:15]3[CH2:16]5)[CH2:20]4)=[N:10][N:9]=2)[CH:3]=[CH:4][CH:5]=[CH:6][CH:7]=1.[OH2:13].[OH2:13].[C:2]1([C:8]2[S:12][C:11]([O:13][C@@H:14]3[CH:21]4[CH2:22][N:17]5[CH2:18][CH:19]([CH2:23][CH:15]3[CH2:16]5)[CH2:20]4)=[N:10][N:9]=2)[CH:3]=[CH:4][CH:5]=[CH:6][CH:7]=1.[ClH:1]. The catalyst class is: 6. (4) Reactant: Cl[C:2]1[N:3]=[C:4]2[CH:24]=[C:23]([N+:25]([O-:27])=[O:26])[CH:22]=[N:21][C:5]2=[N:6][C:7]=1[N:8]1[CH2:11][CH:10]([N:12]([CH3:20])[C:13](=[O:19])[O:14][C:15]([CH3:18])([CH3:17])[CH3:16])[CH2:9]1.O.[NH2:29][NH2:30]. Product: [NH:29]([C:2]1[N:3]=[C:4]2[CH:24]=[C:23]([N+:25]([O-:27])=[O:26])[CH:22]=[N:21][C:5]2=[N:6][C:7]=1[N:8]1[CH2:11][CH:10]([N:12]([CH3:20])[C:13](=[O:19])[O:14][C:15]([CH3:18])([CH3:17])[CH3:16])[CH2:9]1)[NH2:30]. The catalyst class is: 14. (5) The catalyst class is: 478. Reactant: [CH3:1][O:2][C:3]1[CH:4]=[CH:5][C:6]2[O:10][CH:9]=[C:8]([CH2:11][C:12]([CH3:14])=O)[C:7]=2[CH:15]=1.[Cl:16][C:17]1[CH:18]=[C:19]2[C:24](=[C:25]([N:27]3[CH2:32][CH2:31][NH:30][CH2:29][CH2:28]3)[CH:26]=1)[N:23]=[CH:22][CH:21]=[CH:20]2.C(O[BH-](OC(=O)C)OC(=O)C)(=O)C.[Na+]. Product: [Cl:16][C:17]1[CH:18]=[C:19]2[C:24](=[C:25]([N:27]3[CH2:32][CH2:31][N:30]([CH:12]([CH3:14])[CH2:11][C:8]4[C:7]5[CH:15]=[C:3]([O:2][CH3:1])[CH:4]=[CH:5][C:6]=5[O:10][CH:9]=4)[CH2:29][CH2:28]3)[CH:26]=1)[N:23]=[CH:22][CH:21]=[CH:20]2.